From a dataset of Forward reaction prediction with 1.9M reactions from USPTO patents (1976-2016). Predict the product of the given reaction. The product is: [CH3:22][C:2]1[CH:7]=[CH:6][C:5]([NH2:8])=[CH:4][C:3]=1[C:9]1[S:10][C:11]2[CH:17]=[CH:16][C:15]([C:18]([F:21])([F:20])[F:19])=[CH:14][C:12]=2[N:13]=1.[Cl:1][C:23]1[CH:31]=[CH:30][C:29]([N+:32]([O-:34])=[O:33])=[CH:28][C:24]=1[C:25]([OH:27])=[O:26]. Given the reactants [Cl:1][C:2]1[CH:7]=[CH:6][C:5]([NH2:8])=[CH:4][C:3]=1[C:9]1[S:10][C:11]2[CH:17]=[CH:16][C:15]([C:18]([F:21])([F:20])[F:19])=[CH:14][C:12]=2[N:13]=1.[CH3:22][C:23]1[CH:31]=[CH:30][C:29]([N+:32]([O-:34])=[O:33])=[CH:28][C:24]=1[C:25]([OH:27])=[O:26], predict the reaction product.